This data is from Reaction yield outcomes from USPTO patents with 853,638 reactions. The task is: Predict the reaction yield, written as a fraction of the theoretical maximum amount of product (1.0 means a 100% yield; for example, 0.34 means a 34% yield). (1) The reactants are C[O:2][NH:3][S:4]([C:7]1[CH:12]=[CH:11][CH:10]=[CH:9][CH:8]=1)(=[O:6])=[O:5].B(Br)(Br)Br.CO.C1OC1C. The catalyst is ClCCl. The product is [OH:2][NH:3][S:4]([C:7]1[CH:12]=[CH:11][CH:10]=[CH:9][CH:8]=1)(=[O:5])=[O:6]. The yield is 0.800. (2) The reactants are Br[CH2:2][C:3]1[CH:25]=[C:24]([Cl:26])[C:6]([C:7]([C:9]2[C:17]3[C:12](=[C:13]([NH:18][C:19]([CH:21]4[CH2:23][CH2:22]4)=[O:20])[N:14]=[CH:15][CH:16]=3)[NH:11][CH:10]=2)=[O:8])=[C:5]([Cl:27])[CH:4]=1.C(=O)([O-])[O-].[Cs+].[Cs+].[CH3:34][NH2:35]. The catalyst is C(#N)C.O. The product is [Cl:27][C:5]1[CH:4]=[C:3]([CH2:2][NH:35][CH3:34])[CH:25]=[C:24]([Cl:26])[C:6]=1[C:7]([C:9]1[C:17]2[C:12](=[C:13]([NH:18][C:19]([CH:21]3[CH2:22][CH2:23]3)=[O:20])[N:14]=[CH:15][CH:16]=2)[NH:11][CH:10]=1)=[O:8]. The yield is 0.160.